This data is from Forward reaction prediction with 1.9M reactions from USPTO patents (1976-2016). The task is: Predict the product of the given reaction. (1) The product is: [Cl:1][C:2]1[CH:3]=[CH:4][C:5]([C:8]2([CH2:13][OH:14])[CH2:12][CH2:11][CH2:10][CH2:9]2)=[CH:6][CH:7]=1. Given the reactants [Cl:1][C:2]1[CH:7]=[CH:6][C:5]([C:8]2([CH:13]=[O:14])[CH2:12][CH2:11][CH2:10][CH2:9]2)=[CH:4][CH:3]=1.C1(C2(CO)CCCC2)C=CC=CC=1, predict the reaction product. (2) The product is: [F:51][C:50]1[C:45]([C:18]2[CH:17]=[N:16][C:15]([C:13]([N:9]3[CH2:8][C@@H:7]4[CH2:12][C@H:10]3[CH2:11][N:6]4[C:4]([C@@H:3]([NH:30][C:31]([C:33]3[NH:34][C:35]4[C:40]([CH:41]=3)=[CH:39][CH:38]=[CH:37][CH:36]=4)=[O:32])[C:2]([CH3:1])([CH3:42])[CH3:43])=[O:5])=[O:14])=[CH:20][CH:19]=2)=[N:46][CH:47]=[CH:48][CH:49]=1. Given the reactants [CH3:1][C:2]([CH3:43])([CH3:42])[C@H:3]([NH:30][C:31]([C:33]1[NH:34][C:35]2[C:40]([CH:41]=1)=[CH:39][CH:38]=[CH:37][CH:36]=2)=[O:32])[C:4]([N:6]1[CH2:11][C@@H:10]2[CH2:12][C@H:7]1[CH2:8][N:9]2[C:13]([C:15]1[CH:20]=[CH:19][C:18](B2OC(C)(C)C(C)(C)O2)=[CH:17][N:16]=1)=[O:14])=[O:5].Br[C:45]1[C:50]([F:51])=[CH:49][CH:48]=[CH:47][N:46]=1.C(=O)([O-])[O-].[Na+].[Na+], predict the reaction product.